From a dataset of Full USPTO retrosynthesis dataset with 1.9M reactions from patents (1976-2016). Predict the reactants needed to synthesize the given product. Given the product [CH3:33][O:32][C:30](=[O:31])[CH2:29][C:24]1[CH:23]=[C:22]([Cl:21])[CH:27]=[C:26]([O:20][CH2:19][CH2:18][C:10]2([N:13]3[CH2:14][CH2:15][CH2:16][CH2:17]3)[CH2:11][CH2:12][N:7]([C:5]3[S:6][C:2]([Br:1])=[CH:3][N:4]=3)[CH2:8][CH2:9]2)[CH:25]=1, predict the reactants needed to synthesize it. The reactants are: [Br:1][C:2]1[S:6][C:5]([N:7]2[CH2:12][CH2:11][C:10]([CH2:18][CH2:19][OH:20])([N:13]3[CH2:17][CH2:16][CH2:15][CH2:14]3)[CH2:9][CH2:8]2)=[N:4][CH:3]=1.[Cl:21][C:22]1[CH:23]=[C:24]([CH2:29][C:30]([OH:32])=[O:31])[CH:25]=[C:26](O)[CH:27]=1.[CH2:33](P(CCCC)CCCC)CCC.N(C(N1CCCCC1)=O)=NC(N1CCCCC1)=O.